This data is from Retrosynthesis with 50K atom-mapped reactions and 10 reaction types from USPTO. The task is: Predict the reactants needed to synthesize the given product. (1) Given the product O=S(=O)(NCCCCO)c1ccc(-c2ccc(C(F)(F)F)cc2)c(F)c1, predict the reactants needed to synthesize it. The reactants are: O=S(=O)(NCCCCO)c1ccc(Br)c(F)c1.OB(O)c1ccc(C(F)(F)F)cc1. (2) Given the product O=C(NCCN1CCOCC1)c1ccc(Cl)cc1, predict the reactants needed to synthesize it. The reactants are: NCCN1CCOCC1.O=C(O)c1ccc(Cl)cc1. (3) Given the product COc1ccc(-c2cccc3c2CCC3=O)c(OC)c1OCC(C)C, predict the reactants needed to synthesize it. The reactants are: CC(C)CBr.COc1ccc(-c2cccc3c2CCC3=O)c(OC)c1O. (4) Given the product O=[N+]([O-])OCC(CCCO)O[N+](=O)[O-], predict the reactants needed to synthesize it. The reactants are: CC(=O)OCCCC(CO[N+](=O)[O-])O[N+](=O)[O-]. (5) The reactants are: CN(C)Cc1c(C(=O)NC2CCCCC2)nn(-c2ccc(Cl)cc2Cl)c1-c1ccc(O)cc1.O=S(=O)(Cl)CCC(F)(F)F. Given the product CN(C)Cc1c(C(=O)NC2CCCCC2)nn(-c2ccc(Cl)cc2Cl)c1-c1ccc(OS(=O)(=O)CCC(F)(F)F)cc1, predict the reactants needed to synthesize it. (6) Given the product CCCCCCCCCC1SC(c2cccnc2)N(CCN(C)C)C1=O, predict the reactants needed to synthesize it. The reactants are: CCCCCCCCCC1SC(c2cccnc2)N(CCCl)C1=O.CNC. (7) Given the product Cc1nc(-n2cnn(CCOc3ccc(F)cc3)c2=O)sc1C(=O)NCc1cccnc1, predict the reactants needed to synthesize it. The reactants are: Cc1nc(-n2cnn(CCOc3ccc(F)cc3)c2=O)sc1C(=O)O.NCc1cccnc1. (8) Given the product O=C(O)c1cncc(-c2cc3nc(-c4cccc5[nH]ncc45)nc(N4CCOCC4)c3s2)c1, predict the reactants needed to synthesize it. The reactants are: CC1(C)OB(c2cccc3[nH]ncc23)OC1(C)C.O=C(O)c1cncc(-c2cc3nc(Cl)nc(N4CCOCC4)c3s2)c1. (9) The reactants are: COC(=O)C(CCC#N)N=[N+]=[N-]. Given the product N#CCCC(N=[N+]=[N-])C(=O)O, predict the reactants needed to synthesize it. (10) Given the product Cc1ccc2c(c1)c1c(n2CCC(=O)N2CCCCC2)CN(C)CC1, predict the reactants needed to synthesize it. The reactants are: C1CCNCC1.Cc1ccc2c(c1)c1c(n2CCC(=O)O)CN(C)CC1.